This data is from Forward reaction prediction with 1.9M reactions from USPTO patents (1976-2016). The task is: Predict the product of the given reaction. (1) Given the reactants C(OC([N:8]1[CH2:17][CH2:16][C:15]2[C:10](=[CH:11][C:12]([O:20]C)=[C:13]([O:18]C)[CH:14]=2)[CH:9]1[CH2:22][C:23]1[CH:28]=[CH:27][C:26]([C:29]2[CH:34]=[CH:33][CH:32]=[CH:31][CH:30]=2)=[CH:25][CH:24]=1)=O)(C)(C)C.FC(F)(F)C(O)=O.[Cl:42]CCl, predict the reaction product. The product is: [ClH:42].[OH:18][C:13]1[CH:14]=[C:15]2[C:10](=[CH:11][C:12]=1[OH:20])[CH:9]([CH2:22][C:23]1[CH:28]=[CH:27][C:26]([C:29]3[CH:34]=[CH:33][CH:32]=[CH:31][CH:30]=3)=[CH:25][CH:24]=1)[NH:8][CH2:17][CH2:16]2. (2) Given the reactants [Cl:1][C:2]1[CH:9]=[C:8]([Cl:10])[CH:7]=[CH:6][C:3]=1[CH2:4]Cl.[Na+].[I-:12], predict the reaction product. The product is: [Cl:1][C:2]1[CH:9]=[C:8]([Cl:10])[CH:7]=[CH:6][C:3]=1[CH2:4][I:12].